The task is: Predict which catalyst facilitates the given reaction.. This data is from Catalyst prediction with 721,799 reactions and 888 catalyst types from USPTO. (1) Reactant: N1C=CC=CC=1.[Br:7][CH2:8][CH2:9][C:10](Cl)=[O:11].Cl.[CH3:14][NH:15][O:16][CH3:17]. Product: [Br:7][CH2:8][CH2:9][C:10]([N:15]([O:16][CH3:17])[CH3:14])=[O:11]. The catalyst class is: 4. (2) Product: [F:21][C:22]1[CH:28]=[CH:27][C:25]([NH:26][C:15]2[C:16](=[O:19])[C:17](=[O:18])[C:14]=2[NH:13][C:5]2[C:6]([OH:12])=[C:7]([S:8]([NH2:11])(=[O:10])=[O:9])[C:2]([Cl:1])=[CH:3][CH:4]=2)=[CH:24][CH:23]=1. Reactant: [Cl:1][C:2]1[C:7]([S:8]([NH2:11])(=[O:10])=[O:9])=[C:6]([OH:12])[C:5]([NH:13][C:14]2[C:17](=[O:18])[C:16](=[O:19])[C:15]=2Cl)=[CH:4][CH:3]=1.[F:21][C:22]1[CH:28]=[CH:27][C:25]([NH2:26])=[CH:24][CH:23]=1. The catalyst class is: 16. (3) Reactant: [C:1]([C:5]1[CH:6]=[C:7]([NH2:17])[N:8]([C:10]2[CH:11]=[N:12][C:13]([CH3:16])=[CH:14][CH:15]=2)[N:9]=1)([CH3:4])([CH3:3])[CH3:2].[OH-].[Na+].Cl[C:21]([O:23][CH2:24][C:25]([Cl:28])([Cl:27])[Cl:26])=[O:22]. Product: [Cl:26][C:25]([Cl:28])([Cl:27])[CH2:24][O:23][C:21](=[O:22])[NH:17][C:7]1[N:8]([C:10]2[CH:11]=[N:12][C:13]([CH3:16])=[CH:14][CH:15]=2)[N:9]=[C:5]([C:1]([CH3:4])([CH3:3])[CH3:2])[CH:6]=1. The catalyst class is: 13.